This data is from Forward reaction prediction with 1.9M reactions from USPTO patents (1976-2016). The task is: Predict the product of the given reaction. (1) The product is: [NH2:1][C:2]1[CH:3]=[CH:4][C:5]([C:6]([N:11]2[CH2:16][CH2:15][CH2:14][C@@H:13]3[C:17]4[CH:18]=[CH:19][CH:20]=[CH:21][C:22]=4[CH2:23][C@H:12]23)=[O:8])=[CH:9][CH:10]=1. Given the reactants [NH2:1][C:2]1[CH:10]=[CH:9][C:5]([C:6]([OH:8])=O)=[CH:4][CH:3]=1.[NH:11]1[CH2:16][CH2:15][CH2:14][C@@H:13]2[C:17]3[CH:18]=[CH:19][CH:20]=[CH:21][C:22]=3[CH2:23][C@H:12]12.F[P-](F)(F)(F)(F)F.N1(OC(N(C)C)=[N+](C)C)C2N=CC=CC=2N=N1, predict the reaction product. (2) Given the reactants [CH3:1][S:2][C:3]1[NH:4][C:5](=O)[C:6]2[C:11]([C:12]3[CH:17]=[CH:16][CH:15]=[CH:14][CH:13]=3)=[CH:10][O:9][C:7]=2[N:8]=1.O=P(Cl)(Cl)[Cl:21], predict the reaction product. The product is: [Cl:21][C:5]1[C:6]2[C:11]([C:12]3[CH:17]=[CH:16][CH:15]=[CH:14][CH:13]=3)=[CH:10][O:9][C:7]=2[N:8]=[C:3]([S:2][CH3:1])[N:4]=1. (3) Given the reactants [NH3:1].[CH2:2]([O:4][C:5]([C:7]1[C:8]2[S:16][CH:15]=[C:14]([CH2:17][O:18][C:19]3[CH:24]=[CH:23][CH:22]=[C:21]([C:25]4[N:26]=[N:27][N:28]([CH2:30][C:31]5[CH:36]=[CH:35][C:34]([O:37][CH3:38])=[CH:33][CH:32]=5)[N:29]=4)[CH:20]=3)[C:9]=2[C:10](Cl)=[N:11][CH:12]=1)=[O:6])[CH3:3], predict the reaction product. The product is: [CH2:2]([O:4][C:5]([C:7]1[C:8]2[S:16][CH:15]=[C:14]([CH2:17][O:18][C:19]3[CH:24]=[CH:23][CH:22]=[C:21]([C:25]4[N:26]=[N:27][N:28]([CH2:30][C:31]5[CH:36]=[CH:35][C:34]([O:37][CH3:38])=[CH:33][CH:32]=5)[N:29]=4)[CH:20]=3)[C:9]=2[C:10]([NH2:1])=[N:11][CH:12]=1)=[O:6])[CH3:3].